This data is from Reaction yield outcomes from USPTO patents with 853,638 reactions. The task is: Predict the reaction yield, written as a fraction of the theoretical maximum amount of product (1.0 means a 100% yield; for example, 0.34 means a 34% yield). (1) The reactants are [NH2:1][C:2]1[C:11]([CH3:12])=[CH:10][CH:9]=[CH:8][C:3]=1[C:4]([NH:6][CH3:7])=[O:5].S([O-])(O)=O.[Na+].[CH:18](=O)[C:19]1[CH:24]=[CH:23][C:22]([O:25][CH3:26])=[CH:21][CH:20]=1. No catalyst specified. The product is [CH3:26][O:25][C:22]1[CH:23]=[CH:24][C:19]([C:18]2[N:6]([CH3:7])[C:4](=[O:5])[C:3]3[C:2](=[C:11]([CH3:12])[CH:10]=[CH:9][CH:8]=3)[N:1]=2)=[CH:20][CH:21]=1. The yield is 0.490. (2) The reactants are [CH3:1][N:2]1[CH2:7][CH2:6][CH:5]([O:8][C:9]2[CH:14]=[CH:13][C:12]([C:15]3[C:23]4[C:18](=[CH:19][CH:20]=[C:21]([NH:24][C:25](=[O:37])[CH:26]([N:32]5[CH2:36][CH2:35][CH2:34][CH2:33]5)[C:27]5[CH:31]=[CH:30][S:29][CH:28]=5)[CH:22]=4)[NH:17][N:16]=3)=[CH:11][C:10]=2[N+:38]([O-])=O)[CH2:4][CH2:3]1. The catalyst is CO.[Pd]. The product is [NH2:38][C:10]1[CH:11]=[C:12]([C:15]2[C:23]3[C:18](=[CH:19][CH:20]=[C:21]([NH:24][C:25](=[O:37])[CH:26]([N:32]4[CH2:33][CH2:34][CH2:35][CH2:36]4)[C:27]4[CH:31]=[CH:30][S:29][CH:28]=4)[CH:22]=3)[NH:17][N:16]=2)[CH:13]=[CH:14][C:9]=1[O:8][CH:5]1[CH2:6][CH2:7][N:2]([CH3:1])[CH2:3][CH2:4]1. The yield is 0.200. (3) The reactants are Br[C:2]1[C:7]([F:8])=[C:6]([F:9])[CH:5]=[CH:4][C:3]=1[O:10][CH3:11].[CH3:12][C:13]([O:16][C:17]([N:19]1[CH2:24][CH:23]=[C:22](B2OC(C)(C)C(C)(C)O2)[CH2:21][CH2:20]1)=[O:18])([CH3:15])[CH3:14]. No catalyst specified. The yield is 1.00. The product is [C:13]([O:16][C:17]([N:19]1[CH2:20][CH:21]=[C:22]([C:2]2[C:3]([O:10][CH3:11])=[CH:4][CH:5]=[C:6]([F:9])[C:7]=2[F:8])[CH2:23][CH2:24]1)=[O:18])([CH3:15])([CH3:12])[CH3:14]. (4) The reactants are [CH2:1]([O:3][P:4]([C:9]1[CH:14]=[CH:13][C:12]([O:15][C:16]2[CH:21]=[CH:20][CH:19]=[CH:18][C:17]=2[N+:22]([O-])=O)=[CH:11][CH:10]=1)(=[O:8])[O:5][CH2:6][CH3:7])[CH3:2]. The catalyst is C(Cl)Cl.[Pd]. The product is [CH2:6]([O:5][P:4]([C:9]1[CH:14]=[CH:13][C:12]([O:15][C:16]2[CH:21]=[CH:20][CH:19]=[CH:18][C:17]=2[NH2:22])=[CH:11][CH:10]=1)(=[O:8])[O:3][CH2:1][CH3:2])[CH3:7]. The yield is 0.920. (5) The reactants are [CH2:1]([N:8]=[N+:9]=[N-:10])[C:2]1[CH:7]=[CH:6][CH:5]=[CH:4][CH:3]=1.[C:11]([C@@H:13]1[C@@:17]2([CH3:45])[CH2:18][C@@H:19]([O:41][CH2:42][O:43][CH3:44])[CH:20]3[C@:33]45[C@@:24]([OH:40])([CH2:25][C@@H:26]([O:36][CH2:37][O:38][CH3:39])[CH2:27][C@H:28]4[O:29][C:30]([CH3:35])([CH3:34])[O:31][CH2:32]5)[CH2:23][CH2:22][CH:21]3[C@@:16]2([O:46][CH2:47][O:48][CH3:49])[CH2:15][CH2:14]1)#[CH:12].O=C1O[C@H]([C@H](CO)O)C([O-])=C1O.[Na+]. The catalyst is CN(C=O)C.O. The product is [CH2:1]([N:8]1[CH:12]=[C:11]([C@@H:13]2[C@@:17]3([CH3:45])[CH2:18][C@@H:19]([O:41][CH2:42][O:43][CH3:44])[CH:20]4[C@:33]56[C@@:24]([OH:40])([CH2:25][C@@H:26]([O:36][CH2:37][O:38][CH3:39])[CH2:27][C@H:28]5[O:29][C:30]([CH3:35])([CH3:34])[O:31][CH2:32]6)[CH2:23][CH2:22][CH:21]4[C@@:16]3([O:46][CH2:47][O:48][CH3:49])[CH2:15][CH2:14]2)[N:10]=[N:9]1)[C:2]1[CH:7]=[CH:6][CH:5]=[CH:4][CH:3]=1. The yield is 0.580. (6) The reactants are [Cl-].O[NH3+:3].[C:4](=[O:7])([O-])[OH:5].[Na+].CS(C)=O.[F:13][C:14]1[CH:15]=[C:16]([N:24]2[C:29](=[O:30])[C:28]([CH2:31][C:32]3[CH:37]=[CH:36][C:35]([C:38]4[C:39]([C:44]#[N:45])=[CH:40][CH:41]=[CH:42][CH:43]=4)=[CH:34][CH:33]=3)=[C:27]([CH2:46][CH2:47][CH3:48])[N:26]=[C:25]2[CH3:49])[CH:17]=[CH:18][C:19]=1[O:20][CH:21]([CH3:23])[CH3:22]. The catalyst is O.C(OCC)(=O)C. The product is [F:13][C:14]1[CH:15]=[C:16]([N:24]2[C:29](=[O:30])[C:28]([CH2:31][C:32]3[CH:37]=[CH:36][C:35]([C:38]4[CH:43]=[CH:42][CH:41]=[CH:40][C:39]=4[C:44]4[NH:3][C:4](=[O:7])[O:5][N:45]=4)=[CH:34][CH:33]=3)=[C:27]([CH2:46][CH2:47][CH3:48])[N:26]=[C:25]2[CH3:49])[CH:17]=[CH:18][C:19]=1[O:20][CH:21]([CH3:23])[CH3:22]. The yield is 0.640. (7) The product is [Cl:26][C:21]1[CH:22]=[CH:23][CH:24]=[CH:25][C:20]=1[N:19]1[C:15]([C:13]2[N:14]=[C:7]3[C:6]4[CH:28]=[C:2]([C:33]5[CH:34]=[N:29][CH:30]=[N:31][CH:32]=5)[CH:3]=[CH:4][C:5]=4[O:11][CH2:10][CH2:9][N:8]3[CH:12]=2)=[N:16][C:17]([NH2:27])=[N:18]1. The reactants are Br[C:2]1[CH:3]=[CH:4][C:5]2[O:11][CH2:10][CH2:9][N:8]3[CH:12]=[C:13]([C:15]4[N:19]([C:20]5[CH:25]=[CH:24][CH:23]=[CH:22][C:21]=5[Cl:26])[N:18]=[C:17]([NH2:27])[N:16]=4)[N:14]=[C:7]3[C:6]=2[CH:28]=1.[N:29]1[CH:34]=[C:33](B(O)O)[CH:32]=[N:31][CH:30]=1.C([O-])([O-])=O.[Cs+].[Cs+].O. The catalyst is O1CCOCC1. The yield is 0.0830.